The task is: Predict the reaction yield, written as a fraction of the theoretical maximum amount of product (1.0 means a 100% yield; for example, 0.34 means a 34% yield).. This data is from Reaction yield outcomes from USPTO patents with 853,638 reactions. (1) The reactants are [H-].[Na+].[C:3]([O:7][C:8]([N:10]1[CH2:16][C:15]2[CH:17]=[CH:18][CH:19]=[CH:20][C:14]=2[NH:13][C:12](=[O:21])[CH2:11]1)=[O:9])([CH3:6])([CH3:5])[CH3:4].Br[CH2:23][C:24]([O:26][CH2:27][CH3:28])=[O:25].[Cl-].[NH4+]. The catalyst is CCCCCC.CN(C=O)C. The product is [C:3]([O:7][C:8]([N:10]1[CH2:16][C:15]2[CH:17]=[CH:18][CH:19]=[CH:20][C:14]=2[N:13]([CH2:23][C:24]([O:26][CH2:27][CH3:28])=[O:25])[C:12](=[O:21])[CH2:11]1)=[O:9])([CH3:6])([CH3:4])[CH3:5]. The yield is 0.720. (2) The reactants are [CH3:1][C:2]1[O:3][CH:4]=[C:5]([C:7]([F:10])([F:9])[F:8])[CH:6]=1.[Br:11]N1C(=O)CCC1=O. The catalyst is C(Cl)(Cl)(Cl)Cl.N(C(C)(C)C#N)=NC(C)(C)C#N. The product is [Br:11][CH2:1][C:2]1[O:3][CH:4]=[C:5]([C:7]([F:10])([F:9])[F:8])[CH:6]=1. The yield is 0.980. (3) The reactants are Br[C:2]1[S:6][C:5]([C:7]([NH2:9])=[O:8])=[C:4]([NH:10][CH2:11][C:12]2[CH:17]=[CH:16][N:15]=[CH:14][CH:13]=2)[CH:3]=1.CO[C:20](OC)([CH3:22])[CH3:21].CC1(C)C2(CS(O)(=O)=O)C(CC1CC2)=O.[O-]S([O-])(=O)=O.[Mg+2].C([O-])(O)=O.[Na+].[CH3:51][C:52]1[C:56](B2OC(C)(C)C(C)(C)O2)=[CH:55][N:54](C(OC(C)(C)C)=O)[N:53]=1.C(=O)([O-])[O-].[Na+].[Na+]. The catalyst is O.COCCOC.CC(N(C)C)=O. The product is [CH3:21][C:20]1([CH3:22])[N:10]([CH2:11][C:12]2[CH:17]=[CH:16][N:15]=[CH:14][CH:13]=2)[C:4]2[CH:3]=[C:2]([C:56]3[CH:55]=[N:54][NH:53][C:52]=3[CH3:51])[S:6][C:5]=2[C:7](=[O:8])[NH:9]1. The yield is 0.200.